From a dataset of Forward reaction prediction with 1.9M reactions from USPTO patents (1976-2016). Predict the product of the given reaction. (1) Given the reactants [CH2:1]([O:3][C:4]([C:6]1([C:11]([CH3:19])([CH3:18])[O:12][SiH2:13][C:14]([CH3:17])([CH3:16])[CH3:15])[CH2:10][CH2:9][NH:8][CH2:7]1)=[O:5])[CH3:2].C(N(CC)CC)C.C(=O)([O-])[O-].[Cs+].[Cs+].Br[CH2:34][C:35]([O:37][C:38]([CH3:41])([CH3:40])[CH3:39])=[O:36], predict the reaction product. The product is: [CH2:1]([O:3][C:4]([C:6]1([C:11]([CH3:18])([CH3:19])[O:12][SiH2:13][C:14]([CH3:17])([CH3:16])[CH3:15])[CH2:10][CH2:9][N:8]([CH2:34][C:35]([O:37][C:38]([CH3:41])([CH3:40])[CH3:39])=[O:36])[CH2:7]1)=[O:5])[CH3:2]. (2) Given the reactants [Cl:1][C:2]1[CH:21]=[C:20]([OH:22])[CH:19]=[CH:18][C:3]=1[CH2:4][CH:5]1[CH2:9][CH2:8][N:7]([CH:10]2[CH2:15][CH2:14][C:13](=[O:16])[CH2:12][CH2:11]2)[C:6]1=[O:17].[C:23]([Si:27](Cl)([C:34]1[CH:39]=[CH:38][CH:37]=[CH:36][CH:35]=1)[C:28]1[CH:33]=[CH:32][CH:31]=[CH:30][CH:29]=1)([CH3:26])([CH3:25])[CH3:24].N1C=CN=C1.O, predict the reaction product. The product is: [Si:27]([O:22][C:20]1[CH:19]=[CH:18][C:3]([CH2:4][CH:5]2[CH2:9][CH2:8][N:7]([CH:10]3[CH2:11][CH2:12][C:13](=[O:16])[CH2:14][CH2:15]3)[C:6]2=[O:17])=[C:2]([Cl:1])[CH:21]=1)([C:23]([CH3:26])([CH3:25])[CH3:24])([C:34]1[CH:35]=[CH:36][CH:37]=[CH:38][CH:39]=1)[C:28]1[CH:33]=[CH:32][CH:31]=[CH:30][CH:29]=1. (3) Given the reactants [Cl:1][C:2]1[CH:38]=[CH:37][CH:36]=[CH:35][C:3]=1[O:4][C:5]1[CH2:9][N:8]([C@@H:10]([CH2:27][CH:28]2[CH2:33][CH2:32][CH2:31][CH2:30][CH2:29]2)[C:11]([NH:13][C:14]2[CH:18]=[CH:17][N:16]([CH2:19][C@@H:20]3[CH2:24][O:23]C(C)(C)[O:21]3)[N:15]=2)=[O:12])[C:7](=[O:34])[CH:6]=1.Cl, predict the reaction product. The product is: [Cl:1][C:2]1[CH:38]=[CH:37][CH:36]=[CH:35][C:3]=1[O:4][C:5]1[CH2:9][N:8]([C@@H:10]([CH2:27][CH:28]2[CH2:29][CH2:30][CH2:31][CH2:32][CH2:33]2)[C:11]([NH:13][C:14]2[CH:18]=[CH:17][N:16]([CH2:19][C@@H:20]([OH:21])[CH2:24][OH:23])[N:15]=2)=[O:12])[C:7](=[O:34])[CH:6]=1. (4) Given the reactants [NH4+].[Cl-].[C:3]([N:13]1[CH2:18][CH2:17][CH:16]2[O:19][CH:15]2[CH2:14]1)([O:5][CH2:6][C:7]1[CH:12]=[CH:11][CH:10]=[CH:9][CH:8]=1)=[O:4].[N-:20]=[N+:21]=[N-:22].[Na+], predict the reaction product. The product is: [C:3]([N:13]1[CH2:18][CH2:17][C@@H:16]([N:20]=[N+:21]=[N-:22])[C@H:15]([OH:19])[CH2:14]1)([O:5][CH2:6][C:7]1[CH:12]=[CH:11][CH:10]=[CH:9][CH:8]=1)=[O:4].